Dataset: Forward reaction prediction with 1.9M reactions from USPTO patents (1976-2016). Task: Predict the product of the given reaction. (1) The product is: [F:37][C:33]1[CH:32]=[C:31]([C:30]#[C:29][CH2:28][N:23]2[CH:24]=[C:20]([C:7]3[N:8]([CH2:12][O:13][CH2:14][CH2:15][Si:16]([CH3:19])([CH3:17])[CH3:18])[C:9]4[C:10](=[O:11])[N:2]([CH3:1])[C:3](=[O:26])[N:4]([CH3:25])[C:5]=4[N:6]=3)[CH:21]=[N:22]2)[CH:36]=[CH:35][CH:34]=1. Given the reactants [CH3:1][N:2]1[C:10](=[O:11])[C:9]2[N:8]([CH2:12][O:13][CH2:14][CH2:15][Si:16]([CH3:19])([CH3:18])[CH3:17])[C:7]([C:20]3[CH:21]=[N:22][NH:23][CH:24]=3)=[N:6][C:5]=2[N:4]([CH3:25])[C:3]1=[O:26].Br[CH2:28][C:29]#[C:30][C:31]1[CH:36]=[CH:35][CH:34]=[C:33]([F:37])[CH:32]=1.C([O-])([O-])=O.[K+].[K+], predict the reaction product. (2) Given the reactants Cl[C:2]1[CH:7]=[N:6][CH:5]=[C:4]([Cl:8])[N:3]=1.COCCOC.C(=O)([O-])[O-].[Na+].[Na+].[C:21]1(B(O)O)[CH:26]=[CH:25][CH:24]=[CH:23][CH:22]=1, predict the reaction product. The product is: [Cl:8][C:4]1[CH:5]=[N:6][CH:7]=[C:2]([C:21]2[CH:26]=[CH:25][CH:24]=[CH:23][CH:22]=2)[N:3]=1.